From a dataset of NCI-60 drug combinations with 297,098 pairs across 59 cell lines. Regression. Given two drug SMILES strings and cell line genomic features, predict the synergy score measuring deviation from expected non-interaction effect. (1) Drug 1: CN(C)C1=NC(=NC(=N1)N(C)C)N(C)C. Drug 2: CCC(=C(C1=CC=CC=C1)C2=CC=C(C=C2)OCCN(C)C)C3=CC=CC=C3.C(C(=O)O)C(CC(=O)O)(C(=O)O)O. Cell line: PC-3. Synergy scores: CSS=-3.05, Synergy_ZIP=-0.578, Synergy_Bliss=-5.09, Synergy_Loewe=-4.89, Synergy_HSA=-6.00. (2) Drug 1: C1=NC2=C(N=C(N=C2N1C3C(C(C(O3)CO)O)F)Cl)N. Drug 2: CC(C)(C#N)C1=CC(=CC(=C1)CN2C=NC=N2)C(C)(C)C#N. Cell line: MALME-3M. Synergy scores: CSS=3.99, Synergy_ZIP=0.153, Synergy_Bliss=3.13, Synergy_Loewe=0.781, Synergy_HSA=2.19. (3) Drug 1: CN1CCC(CC1)COC2=C(C=C3C(=C2)N=CN=C3NC4=C(C=C(C=C4)Br)F)OC. Drug 2: C1CC(=O)NC(=O)C1N2C(=O)C3=CC=CC=C3C2=O. Cell line: U251. Synergy scores: CSS=5.45, Synergy_ZIP=1.22, Synergy_Bliss=6.55, Synergy_Loewe=-6.90, Synergy_HSA=1.41.